From a dataset of Reaction yield outcomes from USPTO patents with 853,638 reactions. Predict the reaction yield, written as a fraction of the theoretical maximum amount of product (1.0 means a 100% yield; for example, 0.34 means a 34% yield). (1) The reactants are [Cl:1][C:2]1[CH:3]=[C:4]([NH:10][C@H:11]([CH2:20][NH:21][CH2:22][CH3:23])[CH2:12][C:13](OC(C)(C)C)=[O:14])[CH:5]=[CH:6][C:7]=1[C:8]#[N:9].Cl.C([O-])([O-])=O.[K+].[K+]. The catalyst is CO. The product is [Cl:1][C:2]1[CH:3]=[C:4]([NH:10][C@H:11]2[CH2:12][C:13](=[O:14])[N:21]([CH2:22][CH3:23])[CH2:20]2)[CH:5]=[CH:6][C:7]=1[C:8]#[N:9]. The yield is 0.540. (2) The reactants are Br[C:2]1[CH:7]=[CH:6][C:5]([C:8]2[CH:13]=[CH:12][C:11]([OH:14])=[CH:10][CH:9]=2)=[CH:4][CH:3]=1.[B:15]1([B:15]2[O:19][C:18]([CH3:21])([CH3:20])[C:17]([CH3:23])([CH3:22])[O:16]2)[O:19][C:18]([CH3:21])([CH3:20])[C:17]([CH3:23])([CH3:22])[O:16]1.C(Cl)Cl.CC([O-])=O.[K+]. The catalyst is O1CCOCC1.C1C=CC(P(C2C=CC=CC=2)[C-]2C=CC=C2)=CC=1.C1C=CC(P(C2C=CC=CC=2)[C-]2C=CC=C2)=CC=1.Cl[Pd]Cl.[Fe+2].C1C=CC(P(C2C=CC=CC=2)[C-]2C=CC=C2)=CC=1.C1C=CC(P(C2C=CC=CC=2)[C-]2C=CC=C2)=CC=1.[Fe+2]. The product is [CH3:22][C:17]1([CH3:23])[C:18]([CH3:21])([CH3:20])[O:19][B:15]([C:2]2[CH:7]=[CH:6][C:5]([C:8]3[CH:13]=[CH:12][C:11]([OH:14])=[CH:10][CH:9]=3)=[CH:4][CH:3]=2)[O:16]1. The yield is 0.780. (3) The reactants are C(OC([N:8]1[CH2:12][C@H:11]([OH:13])[CH2:10][C@H:9]1[C:14]([NH:16][C@:17]1([C:22]([O:24][CH2:25][CH3:26])=[O:23])[CH2:19][C@H:18]1[CH:20]=[CH2:21])=[O:15])=O)(C)(C)C.[ClH:27].O1CCOCC1. No catalyst specified. The product is [ClH:27].[OH:13][C@H:11]1[CH2:12][NH:8][C@H:9]([C:14]([NH:16][C@:17]2([C:22]([O:24][CH2:25][CH3:26])=[O:23])[CH2:19][C@H:18]2[CH:20]=[CH2:21])=[O:15])[CH2:10]1. The yield is 0.970. (4) The reactants are [F:1][C:2]1[CH:7]=[CH:6][C:5]([C:8]2[N:12]([S:13]([C:16]3[CH:21]=[CH:20][CH:19]=[CH:18][CH:17]=3)(=[O:15])=[O:14])[C:11]([CH3:22])=[C:10]([CH2:23][OH:24])[CH:9]=2)=[CH:4][CH:3]=1.C[N+]1([O-])CCOCC1. The catalyst is C(#N)C.[Ru]([O-])(=O)(=O)=O.C([N+](CCC)(CCC)CCC)CC. The product is [F:1][C:2]1[CH:3]=[CH:4][C:5]([C:8]2[N:12]([S:13]([C:16]3[CH:21]=[CH:20][CH:19]=[CH:18][CH:17]=3)(=[O:15])=[O:14])[C:11]([CH3:22])=[C:10]([CH:23]=[O:24])[CH:9]=2)=[CH:6][CH:7]=1. The yield is 0.660. (5) The reactants are [C:1]([O:5][C:6](=[O:20])[CH2:7][C:8]1[N:16]2[C:11]([CH:12]=[CH:13][C:14]([C:17]#N)=[CH:15]2)=[CH:10][C:9]=1[CH3:19])([CH3:4])([CH3:3])[CH3:2].O.[PH2]([O-])=O.[Na+].[CH3:26]NC.[C:29]([BH3-])#[N:30].[Na+].C([O-])(O)=O.[Na+]. The catalyst is O.N1C=CC=CC=1.C(O)(=O)C.[Ni].CO. The product is [C:1]([O:5][C:6](=[O:20])[CH2:7][C:8]1[N:16]2[C:11]([CH:12]=[CH:13][C:14]([CH2:17][N:30]([CH3:29])[CH3:26])=[CH:15]2)=[CH:10][C:9]=1[CH3:19])([CH3:4])([CH3:3])[CH3:2]. The yield is 0.230. (6) The reactants are [NH2:1][N:2]1[CH:7]=[CH:6][CH:5]=[CH:4][C:3]1=[NH2+:8].CC1C=C(C)C=C(C)C=1S([O-])(=O)=O.[OH-].[Na+].[Cl:24][CH2:25][C:26](OC)=O. The catalyst is CCO. The product is [Cl:24][CH2:25][C:26]1[N:8]=[C:3]2[CH:4]=[CH:5][CH:6]=[CH:7][N:2]2[N:1]=1. The yield is 0.290. (7) The reactants are [CH3:1][C:2]1[O:6][C:5]([C:7]([OH:9])=[O:8])=[CH:4][CH:3]=1.OS(O)(=O)=O.[C:15]([O-])(O)=O.[Na+].[OH-].[Na+]. The catalyst is CO.C(Cl)(Cl)Cl. The product is [CH3:1][C:2]1[O:6][C:5]([C:7]([O:9][CH3:15])=[O:8])=[CH:4][CH:3]=1. The yield is 0.820. (8) The yield is 0.550. The product is [CH2:1]([O:3][C:4](=[O:8])[CH2:5][C:16](=[O:17])[CH2:15][CH2:14][CH:13]([CH3:18])[CH3:12])[CH3:2]. The catalyst is ClCCl. The reactants are [CH2:1]([O:3][C:4](=[O:8])[CH:5]=[N+]=[N-])[CH3:2].[Sn](Cl)Cl.[CH3:12][CH:13]([CH3:18])[CH2:14][CH2:15][CH:16]=[O:17].